This data is from Reaction yield outcomes from USPTO patents with 853,638 reactions. The task is: Predict the reaction yield, written as a fraction of the theoretical maximum amount of product (1.0 means a 100% yield; for example, 0.34 means a 34% yield). (1) The reactants are [CH2:1]([CH:4]([CH2:8][CH2:9][CH3:10])[C:5]([OH:7])=[O:6])[CH2:2][CH3:3].[CH2:11](O)[CH2:12][CH2:13][OH:14]. The catalyst is CS(O)(=O)=O.C1(C)C=CC=CC=1. The product is [CH2:1]([CH:4]([CH2:8][CH2:9][CH3:10])[C:5]([O:7][CH2:11][CH2:12][CH2:13][OH:14])=[O:6])[CH2:2][CH3:3]. The yield is 0.990. (2) The product is [F:1][C:2]1[C:7]([OH:8])=[C:6]([C:20](=[O:21])[CH3:19])[CH:5]=[CH:4][C:3]=1[OH:10]. The yield is 0.580. The catalyst is O.ClCCl. The reactants are [F:1][C:2]1[C:7]([O:8]C)=[CH:6][CH:5]=[CH:4][C:3]=1[OH:10].B(Br)(Br)Br.B(F)(F)F.[CH3:19][CH2:20][O:21]CC.C(O)(=O)C. (3) The product is [Cl:5][C:6]1[N:14]=[C:13]([Cl:15])[CH:12]=[C:11]([C:16]([F:19])([F:18])[F:17])[C:7]=1[C:8]([OH:2])=[O:9]. The yield is 0.950. The reactants are N([O-])=[O:2].[Na+].[Cl:5][C:6]1[N:14]=[C:13]([Cl:15])[CH:12]=[C:11]([C:16]([F:19])([F:18])[F:17])[C:7]=1[C:8](N)=[O:9]. The catalyst is O.OS(O)(=O)=O. (4) The reactants are C(OC([N:8]1[CH2:13][CH2:12][N:11]([C:14]2[CH:23]=[C:22]3[C:17]([C:18](=[O:51])[C:19]([C:27]([O:29]CC(=O)NC(P(OCC)(OCC)=O)P(OCC)(OCC)=O)=[O:28])=[CH:20][N:21]3[CH:24]3[CH2:26][CH2:25]3)=[CH:16][C:15]=2[F:52])[CH2:10][CH2:9]1)=O)(C)(C)C.C(OC(N1CCC[C@H]2CN(C3C(OC)=C4C(C(=O)C(C(O[CH2:87][C:88](=[O:107])[NH:89][CH:90]([P:99]([O:104]CC)([O:101]CC)=[O:100])[P:91]([O:96]CC)([O:93]CC)=[O:92])=O)=CN4C4CC4)=CC=3F)C[C@@H]12)=O)(C)(C)C. No catalyst specified. The product is [P:91]([CH:90]([NH:89][C:88]([CH2:87][C:20]1[N:21]([CH:24]2[CH2:25][CH2:26]2)[C:22]2[C:17]([C:18](=[O:51])[C:19]=1[C:27]([OH:29])=[O:28])=[CH:16][C:15]([F:52])=[C:14]([N:11]1[CH2:10][CH2:9][NH:8][CH2:13][CH2:12]1)[CH:23]=2)=[O:107])[P:99]([OH:101])([OH:104])=[O:100])([OH:93])([OH:96])=[O:92]. The yield is 0.660. (5) The reactants are I[C:2]1[CH:7]=[C:6]([C:8]([F:11])([F:10])[F:9])[CH:5]=[C:4]([C:12]([F:15])([F:14])[F:13])[CH:3]=1.[PH2:16]([O-:18])=[O:17].[NH3+][C:20]1C=CC=C[CH:21]=1.NCCC[Si](OCC)(OCC)OCC.C1(P(C2C=CC=CC=2)CCCP(C2C=CC=CC=2)C2C=CC=CC=2)C=CC=CC=1. The catalyst is C(#N)C.C(OCC)(=O)C.Cl.C([O-])(=O)C.[Pd+2].C([O-])(=O)C. The product is [F:13][C:12]([F:15])([F:14])[C:4]1[CH:3]=[C:2]([PH:16](=[O:18])[O:17][CH2:20][CH3:21])[CH:7]=[C:6]([C:8]([F:11])([F:10])[F:9])[CH:5]=1. The yield is 0.520. (6) The reactants are Cl.[Cl:2][C:3]1[CH:12]=[C:11]2[C:6]([C:7]([C:20]3[CH:25]=[CH:24][CH:23]=[CH:22][CH:21]=3)=[C:8]([CH2:14][C:15]([O:17]CC)=[O:16])[C:9](=[O:13])[O:10]2)=[CH:5][C:4]=1[CH2:26][N:27]1[CH2:32][CH2:31][N:30]([C:33]2[CH:38]=[CH:37][CH:36]=[CH:35][CH:34]=2)[CH2:29][CH2:28]1.[OH-].[Na+].Cl.C(=O)([O-])O.[Na+]. The catalyst is C(O)C. The product is [Cl:2][C:3]1[CH:12]=[C:11]2[C:6]([C:7]([C:20]3[CH:21]=[CH:22][CH:23]=[CH:24][CH:25]=3)=[C:8]([CH2:14][C:15]([OH:17])=[O:16])[C:9](=[O:13])[O:10]2)=[CH:5][C:4]=1[CH2:26][N:27]1[CH2:32][CH2:31][N:30]([C:33]2[CH:38]=[CH:37][CH:36]=[CH:35][CH:34]=2)[CH2:29][CH2:28]1. The yield is 0.960. (7) The reactants are [C:1]([C:3]1[C:4]([I:14])=[C:5]([C:10]([O:12]C)=[O:11])[S:6][C:7]=1[S:8][CH3:9])#[N:2].[OH-].[Na+]. The catalyst is O1CCCC1.O. The product is [C:1]([C:3]1[C:4]([I:14])=[C:5]([C:10]([OH:12])=[O:11])[S:6][C:7]=1[S:8][CH3:9])#[N:2]. The yield is 0.790.